Dataset: Full USPTO retrosynthesis dataset with 1.9M reactions from patents (1976-2016). Task: Predict the reactants needed to synthesize the given product. (1) Given the product [ClH:33].[F:1][C:2]1[CH:3]=[C:4]([S:8]([C:11]2[CH:12]=[C:13]3[C:17](=[CH:18][CH:19]=2)[N:16]([CH:20]2[CH2:25][CH2:24][NH:23][CH2:22][CH2:21]2)[CH2:15][CH2:14]3)(=[O:10])=[O:9])[CH:5]=[CH:6][CH:7]=1, predict the reactants needed to synthesize it. The reactants are: [F:1][C:2]1[CH:3]=[C:4]([S:8]([C:11]2[CH:12]=[C:13]3[C:17](=[CH:18][CH:19]=2)[N:16]([CH:20]2[CH2:25][CH2:24][N:23](C(OC(C)(C)C)=O)[CH2:22][CH2:21]2)[CH2:15][CH2:14]3)(=[O:10])=[O:9])[CH:5]=[CH:6][CH:7]=1.[ClH:33]. (2) The reactants are: [NH:1]1[CH2:5][CH2:4][C@@H:3]([NH:6][C:7](=[O:13])[O:8][C:9]([CH3:12])([CH3:11])[CH3:10])[CH2:2]1.Cl[CH2:15][C:16]1[CH:21]=[CH:20][C:19]([CH3:22])=[CH:18][CH:17]=1.C(N(C(C)C)C(C)C)C. Given the product [CH3:15][C:16]1[CH:21]=[CH:20][C:19]([CH2:22][N:1]2[CH2:5][CH2:4][C@@H:3]([NH:6][C:7](=[O:13])[O:8][C:9]([CH3:10])([CH3:12])[CH3:11])[CH2:2]2)=[CH:18][CH:17]=1, predict the reactants needed to synthesize it. (3) Given the product [C:1]([C:5]1[N:6]=[C:7]([N:24]2[CH2:28][CH2:27][C:26]([F:29])([F:30])[CH2:25]2)[C:8]2[C:9](=[N:11][N:12]([CH2:14][C:15]([C:55]3[CH:60]=[CH:59][CH:58]=[C:57]([Cl:61])[CH:56]=3)=[O:16])[N:13]=2)[N:10]=1)([CH3:2])([CH3:4])[CH3:3], predict the reactants needed to synthesize it. The reactants are: [C:1]([C:5]1[N:6]=[C:7]([N:24]2[CH2:28][CH2:27][C:26]([F:30])([F:29])[CH2:25]2)[C:8]2[C:9](=[N:11][N:12]([CH2:14][C:15](C3C=CC=CC=3Cl)=[O:16])[N:13]=2)[N:10]=1)([CH3:4])([CH3:3])[CH3:2].C(C1N=C(N2CCC(F)(F)C2)C2N=NNC=2N=1)(C)(C)C.BrCC([C:55]1[CH:60]=[CH:59][CH:58]=[C:57]([Cl:61])[CH:56]=1)=O. (4) Given the product [CH2:1]([O:3][C:4]([C:6]1[C:15](=[O:16])[N:14]2[C:9]([C:10]([CH3:19])=[C:11]([N:39]3[CH2:40][CH2:41][CH:37]([CH2:36][N:33]4[CH2:34][CH2:35][N:30]([C:28]([O:27][C:23]([CH3:26])([CH3:25])[CH3:24])=[O:29])[CH2:31][CH2:32]4)[CH2:38]3)[C:12]([F:17])=[CH:13]2)=[C:8]([CH:20]2[CH2:22][CH2:21]2)[CH:7]=1)=[O:5])[CH3:2], predict the reactants needed to synthesize it. The reactants are: [CH2:1]([O:3][C:4]([C:6]1[C:15](=[O:16])[N:14]2[C:9]([C:10]([CH3:19])=[C:11](Cl)[C:12]([F:17])=[CH:13]2)=[C:8]([CH:20]2[CH2:22][CH2:21]2)[CH:7]=1)=[O:5])[CH3:2].[C:23]([O:27][C:28]([N:30]1[CH2:35][CH2:34][N:33]([CH2:36][CH:37]2[CH2:41][CH2:40][NH:39][CH2:38]2)[CH2:32][CH2:31]1)=[O:29])([CH3:26])([CH3:25])[CH3:24].C([O-])(O)=O.[Na+]. (5) Given the product [CH3:19][O:20][C:21]1[CH:30]=[C:29]2[C:24]([CH2:25][CH2:26][C@@H:27]([NH2:31])[CH2:28]2)=[CH:23][CH:22]=1, predict the reactants needed to synthesize it. The reactants are: C1C=CC([C@H](O)C(O)=O)=CC=1.C(O)(C)C.CO.O.[CH3:19][O:20][C:21]1[CH:30]=[C:29]2[C:24]([CH2:25][CH2:26][CH:27]([NH2:31])[CH2:28]2)=[CH:23][CH:22]=1. (6) Given the product [CH3:63][O:62][CH2:61][CH2:60][CH2:59][O:58][C:54]1[CH:55]=[C:56]2[C:51](=[C:52]([N:64]([CH3:74])[S:65]([C:68]3[CH:73]=[CH:72][CH:71]=[CH:70][N:69]=3)(=[O:67])=[O:66])[CH:53]=1)[NH:50][C:49]([C:47]1[S:43][CH:44]([CH2:75][N:76]3[CH2:81][CH2:80][S:79][CH2:78][CH2:77]3)[CH2:45][N:46]=1)=[CH:57]2, predict the reactants needed to synthesize it. The reactants are: C1(P(=O)(C2C=CC=CC=2)C2C=CC=CC=2)C=CC=CC=1.FC(F)(F)S(OS(C(F)(F)F)(=O)=O)(=O)=O.C([S:43][CH:44]([CH2:75][N:76]1[CH2:81][CH2:80][S:79][CH2:78][CH2:77]1)[CH2:45][NH:46][C:47]([C:49]1[NH:50][C:51]2[C:56]([CH:57]=1)=[CH:55][C:54]([O:58][CH2:59][CH2:60][CH2:61][O:62][CH3:63])=[CH:53][C:52]=2[N:64]([CH3:74])[S:65]([C:68]1[CH:73]=[CH:72][CH:71]=[CH:70][N:69]=1)(=[O:67])=[O:66])=O)C1C=CC=CC=1.C1(SC)C=CC=CC=1.C(=O)([O-])O.[Na+]. (7) Given the product [CH3:1][S:2]([NH:6][C:7]1[N:15]=[C:14]2[C:10]([C:11]([C:23]3[CH:28]=[CH:27][N:26]=[CH:25][CH:24]=3)=[C:12]([C:16]3[CH:17]=[CH:18][C:19]([F:22])=[CH:20][CH:21]=3)[NH:13]2)=[CH:9][CH:8]=1)(=[O:4])=[O:3], predict the reactants needed to synthesize it. The reactants are: [CH3:1][S:2](Cl)(=[O:4])=[O:3].[NH2:6][C:7]1[N:15]=[C:14]2[C:10]([C:11]([C:23]3[CH:28]=[CH:27][N:26]=[CH:25][CH:24]=3)=[C:12]([C:16]3[CH:21]=[CH:20][C:19]([F:22])=[CH:18][CH:17]=3)[NH:13]2)=[CH:9][CH:8]=1.CN(C1C=CC=CN=1)C.[OH-].[Na+]. (8) Given the product [CH3:1][O:2][C:3]1[CH:4]=[C:5]2[C:9]([CH2:15][O:7][C:6]2=[O:8])=[CH:10][CH:11]=1, predict the reactants needed to synthesize it. The reactants are: [CH3:1][O:2][C:3]1[CH:4]=[C:5]([CH:9]=[CH:10][CH:11]=1)[C:6]([OH:8])=[O:7].C=O.Cl.[C:15](O)(=O)C. (9) Given the product [N:1]1([C:6]2[C:10]3[CH2:11][NH:12][CH2:13][CH2:14][C:9]=3[NH:8][N:7]=2)[CH2:2][CH2:3][CH2:4][CH2:5]1, predict the reactants needed to synthesize it. The reactants are: [N:1]1([C:6]2[C:10]3[CH2:11][N:12](C(OC(C)(C)C)=O)[CH2:13][CH2:14][C:9]=3[NH:8][N:7]=2)[CH2:5][CH2:4][CH2:3][CH2:2]1.Cl.O1CCOCC1. (10) The reactants are: [Cl:1][C:2]1[CH:3]=[CH:4][C:5]2[NH:11][C:10](=S)[C@@H:9]([CH2:13][C:14]([O:16][CH2:17][CH3:18])=[O:15])[O:8][C@H:7]([C:19]3[CH:24]=[CH:23][CH:22]=[C:21]([O:25][CH3:26])[C:20]=3[O:27][CH3:28])[C:6]=2[CH:29]=1.O.[NH2:31][NH2:32].[Cl:33][C:34]([F:45])([F:44])[C:35](O[C:35](=O)[C:34]([F:45])([F:44])[Cl:33])=O.ClC(F)(F)C(O)=O. Given the product [Cl:1][C:2]1[CH:3]=[CH:4][C:5]2[N:11]3[C:35]([C:34]([Cl:33])([F:45])[F:44])=[N:31][N:32]=[C:10]3[C@@H:9]([CH2:13][C:14]([O:16][CH2:17][CH3:18])=[O:15])[O:8][C@H:7]([C:19]3[CH:24]=[CH:23][CH:22]=[C:21]([O:25][CH3:26])[C:20]=3[O:27][CH3:28])[C:6]=2[CH:29]=1, predict the reactants needed to synthesize it.